This data is from Forward reaction prediction with 1.9M reactions from USPTO patents (1976-2016). The task is: Predict the product of the given reaction. (1) The product is: [NH3:4].[CH3:14][C@H:10]1[CH2:11][CH2:12][CH2:13][C@@H:8]([CH3:7])[N:9]1[CH2:15][CH2:16][NH:17][C:18]([C@@H:20]1[CH2:25][CH2:24][CH2:23][CH2:22][N:21]1[C:27]1[NH:28][C:29]2[CH:42]=[C:41]([F:43])[C:40]([F:44])=[CH:39][C:30]=2[N:31]=1)=[O:19]. Given the reactants CC([N:4](C)C)=O.[CH3:7][C@H:8]1[CH2:13][CH2:12][CH2:11][C@@H:10]([CH3:14])[N:9]1[CH2:15][CH2:16][NH:17][C:18]([C@@H:20]1[CH2:25][CH2:24][CH2:23][CH2:22][NH:21]1)=[O:19].Cl[C:27]1[N:31](C(OC(C)(C)C)=O)[C:30]2[CH:39]=[C:40]([F:44])[C:41]([F:43])=[CH:42][C:29]=2[N:28]=1, predict the reaction product. (2) Given the reactants [Cl:1][C:2]1[CH:3]=[C:4]([C:21]2[CH:22]=[N:23][N:24]3[CH:29]=[CH:28][C:27]([N:30]4[C@@H:34]([CH:35]([CH3:37])[CH3:36])[CH2:33][O:32][C:31]4=[O:38])=[N:26][C:25]=23)[CH:5]=[CH:6][C:7]=1[C:8]1[N:12]=[CH:11][N:10](COCC[Si](C)(C)C)[N:9]=1.ClC1C=C(C2C=NN3C=CC(N4[C@@H](C(C)C)COC4=O)=NC=23)C=CC=1C1N(COCC[Si](C)(C)C)N=CN=1, predict the reaction product. The product is: [Cl:1][C:2]1[CH:3]=[C:4]([C:21]2[CH:22]=[N:23][N:24]3[CH:29]=[CH:28][C:27]([N:30]4[C@@H:34]([CH:35]([CH3:36])[CH3:37])[CH2:33][O:32][C:31]4=[O:38])=[N:26][C:25]=23)[CH:5]=[CH:6][C:7]=1[C:8]1[N:12]=[CH:11][NH:10][N:9]=1. (3) Given the reactants [C:1]([OH:11])(=O)/[CH:2]=[CH:3]/[C:4]1[CH:9]=[CH:8][CH:7]=[CH:6][CH:5]=1.CS([N:16]1[C:20]2[CH:21]=[CH:22][CH:23]=[CH:24][C:19]=2[N:18]=[N:17]1)(=O)=O.C(N(CC)CC)C, predict the reaction product. The product is: [N:16]1([C:1](=[O:11])/[CH:2]=[CH:3]/[C:4]2[CH:5]=[CH:6][CH:7]=[CH:8][CH:9]=2)[C:20]2[CH:21]=[CH:22][CH:23]=[CH:24][C:19]=2[N:18]=[N:17]1. (4) Given the reactants [CH:1]([C:4]1[CH:5]=[CH:6][C:7]([S:10]([N:13]([CH2:21][C:22](O)=[O:23])[C:14]2[CH:15]=[C:16]([CH3:20])[CH:17]=[CH:18][CH:19]=2)(=[O:12])=[O:11])=[N:8][CH:9]=1)([CH3:3])[CH3:2].[CH2:25]([NH:27][CH2:28][C:29]1[CH:34]=[CH:33][CH:32]=[C:31]([CH3:35])[N:30]=1)[CH3:26], predict the reaction product. The product is: [CH2:25]([N:27]([CH2:28][C:29]1[CH:34]=[CH:33][CH:32]=[C:31]([CH3:35])[N:30]=1)[C:22](=[O:23])[CH2:21][N:13]([S:10]([C:7]1[CH:6]=[CH:5][C:4]([CH:1]([CH3:3])[CH3:2])=[CH:9][N:8]=1)(=[O:11])=[O:12])[C:14]1[CH:15]=[C:16]([CH3:20])[CH:17]=[CH:18][CH:19]=1)[CH3:26]. (5) Given the reactants C([O:3][C:4](=[O:31])[C:5]1[CH:10]=[C:9]([N:11]2[C:15]([CH3:16])=[CH:14][CH:13]=[C:12]2[C:17]2[CH:22]=[CH:21][CH:20]=[CH:19][C:18]=2[O:23][CH2:24][C:25]2[CH:30]=[CH:29][CH:28]=[CH:27][CH:26]=2)[CH:8]=[N:7][CH:6]=1)C.[OH-].[Na+].CCO, predict the reaction product. The product is: [CH2:24]([O:23][C:18]1[CH:19]=[CH:20][CH:21]=[CH:22][C:17]=1[C:12]1[N:11]([C:9]2[CH:8]=[N:7][CH:6]=[C:5]([CH:10]=2)[C:4]([OH:31])=[O:3])[C:15]([CH3:16])=[CH:14][CH:13]=1)[C:25]1[CH:30]=[CH:29][CH:28]=[CH:27][CH:26]=1.